The task is: Regression. Given a target protein amino acid sequence and a drug SMILES string, predict the binding affinity score between them. We predict pIC50 (pIC50 = -log10(IC50 in M); higher means more potent). Dataset: bindingdb_ic50.. This data is from Drug-target binding data from BindingDB using IC50 measurements. (1) The compound is Nc1nc2[nH]c(CCCc3ccc(C(=O)N[C@@H](CC(=O)O)C(=O)O)s3)cc2c(=O)[nH]1. The target protein (P14207) has sequence MVWKWMPLLLLLVCVATMCSAQDRTDLLNVCMDAKHHKTKPGPEDKLHDQCSPWKKNACCTASTSQELHKDTSRLYNFNWDHCGKMEPACKRHFIQDTCLYECSPNLGPWIQQVNQSWRKERFLDVPLCKEDCQRWWEDCHTSHTCKSNWHRGWDWTSGVNKCPAGALCRTFESYFPTPAALCEGLWSHSYKVSNYSRGSGRCIQMWFDSAQGNPNEEVARFYAAAMHVNAGEMLHGTGGLLLSLALMLQLWLLG. The pIC50 is 6.5. (2) The pIC50 is 7.3. The drug is CCc1cc(Cc2cnc(N)nc2N)cc(CC)c1OCCOCc1ccccc1. The target protein (P04174) has sequence MLKITIIAACAENLCIGAGNAMPWHIPEDFAFFKVYTLGKPVIMGRKTWESLPVKPLPGRRNIVISRQADYCAAGAETVASLEVALALCAGAEEAVIMGGAQIYGQAMPLATDLRITEVDLSVEGDAFFPEIDRTHWREAERTERRVSSKGVAYTFVHYLGK.